Dataset: Full USPTO retrosynthesis dataset with 1.9M reactions from patents (1976-2016). Task: Predict the reactants needed to synthesize the given product. (1) Given the product [F:17][C:2]1([F:1])[O:6][C:5]2[CH:7]=[CH:8][C:9]([C:11]3([C:14]([NH:42][C@H:43]4[CH2:48][C@@H:47]([C:49]5[CH:54]=[CH:53][CH:52]=[C:51]([O:55][CH3:56])[CH:50]=5)[O:46][C@@H:45]([C:57]5[CH:58]=[C:59]([CH:65]=[CH:66][CH:67]=5)[C:60]([O:62][CH2:63][CH3:64])=[O:61])[CH2:44]4)=[O:16])[CH2:12][CH2:13]3)=[CH:10][C:4]=2[O:3]1, predict the reactants needed to synthesize it. The reactants are: [F:1][C:2]1([F:17])[O:6][C:5]2[CH:7]=[CH:8][C:9]([C:11]3([C:14]([OH:16])=O)[CH2:13][CH2:12]3)=[CH:10][C:4]=2[O:3]1.F[P-](F)(F)(F)(F)F.CN(C(N(C)C)=[N+]1C2C(=NC=CC=2)[N+]([O-])=N1)C.[NH2:42][C@H:43]1[CH2:48][C@@H:47]([C:49]2[CH:54]=[CH:53][CH:52]=[C:51]([O:55][CH3:56])[CH:50]=2)[O:46][C@@H:45]([C:57]2[CH:58]=[C:59]([CH:65]=[CH:66][CH:67]=2)[C:60]([O:62][CH2:63][CH3:64])=[O:61])[CH2:44]1.C(N(C(C)C)C(C)C)C. (2) Given the product [ClH:20].[ClH:20].[NH2:10][C@@H:7]([CH2:8][CH3:9])[C@H:6]([OH:18])[C:5]([NH:4][CH:1]1[CH2:2][CH2:3]1)=[O:19], predict the reactants needed to synthesize it. The reactants are: [CH:1]1([NH:4][C:5](=[O:19])[C@@H:6]([OH:18])[C@@H:7]([NH:10]C(=O)OC(C)(C)C)[CH2:8][CH3:9])[CH2:3][CH2:2]1.[ClH:20]. (3) Given the product [Cl:22][C:13]1[CH:14]=[CH:15][CH:16]=[C:17]([C:18]([F:21])([F:20])[F:19])[C:12]=1[C:11]([N:8]1[C:9]2[C:5](=[CH:4][CH:3]=[C:2]([NH:1][C:35]([O:36][CH3:37])=[O:38])[CH:10]=2)[C:6]([C:24]2[CH:33]=[CH:32][C:27]([C:28]([O:30][CH3:31])=[O:29])=[CH:26][C:25]=2[F:34])=[N:7]1)=[O:23], predict the reactants needed to synthesize it. The reactants are: [NH2:1][C:2]1[CH:10]=[C:9]2[C:5]([C:6]([C:24]3[CH:33]=[CH:32][C:27]([C:28]([O:30][CH3:31])=[O:29])=[CH:26][C:25]=3[F:34])=[N:7][N:8]2[C:11](=[O:23])[C:12]2[C:17]([C:18]([F:21])([F:20])[F:19])=[CH:16][CH:15]=[CH:14][C:13]=2[Cl:22])=[CH:4][CH:3]=1.[C:35](Cl)(=[O:38])[O:36][CH3:37]. (4) Given the product [CH:24]1([NH:29][C:19](=[O:20])[CH2:18][C:15]2[CH:14]=[CH:13][C:12]([N:5]3[C:6]4[CH2:7][CH2:8][CH2:9][CH2:10][C:11]=4[C:3]([C:2]([F:22])([F:23])[F:1])=[N:4]3)=[CH:17][CH:16]=2)[CH2:28][CH2:27][CH2:26][CH2:25]1, predict the reactants needed to synthesize it. The reactants are: [F:1][C:2]([F:23])([F:22])[C:3]1[C:11]2[CH2:10][CH2:9][CH2:8][CH2:7][C:6]=2[N:5]([C:12]2[CH:17]=[CH:16][C:15]([CH2:18][C:19](O)=[O:20])=[CH:14][CH:13]=2)[N:4]=1.[CH:24]1([NH2:29])[CH2:28][CH2:27][CH2:26][CH2:25]1. (5) Given the product [Cl:1][C:2]1[CH:3]=[C:4]2[C:14](=[CH:15][CH:16]=1)[C:8]1([CH2:13][CH2:12][O:11][CH2:10][CH2:9]1)[C:7](=[O:17])[C:6]([C:18]([NH:34][C:35]([CH3:44])([C:36]([O:38][C:39]([CH3:42])([CH3:41])[CH3:40])=[O:37])[CH3:43])=[O:19])=[C:5]2[OH:23], predict the reactants needed to synthesize it. The reactants are: [Cl:1][C:2]1[CH:3]=[C:4]2[C:14](=[CH:15][CH:16]=1)[C:8]1([CH2:13][CH2:12][O:11][CH2:10][CH2:9]1)[C:7](=[O:17])[C:6]([C:18](OCC)=[O:19])=[C:5]2[OH:23].C(N(C(C)C)C(C)C)C.Cl.[NH2:34][C:35]([CH3:44])([CH3:43])[C:36]([O:38][C:39]([CH3:42])([CH3:41])[CH3:40])=[O:37]. (6) Given the product [Cl:1][C:2]1[C:3]([NH:12][C:13]2[C:18]([Cl:19])=[CH:17][N:16]=[C:15]([NH:21][C:22]3[CH:37]=[CH:36][C:25]4[N:26]([CH2:34][CH3:35])[C:27](=[O:33])[CH2:28][CH2:29][C:30]([CH3:31])([CH3:32])[C:24]=4[CH:23]=3)[N:14]=2)=[C:4]([CH:9]=[CH:10][CH:11]=1)[C:5]([NH:7][CH3:8])=[O:6], predict the reactants needed to synthesize it. The reactants are: [Cl:1][C:2]1[C:3]([NH:12][C:13]2[C:18]([Cl:19])=[CH:17][N:16]=[C:15](Cl)[N:14]=2)=[C:4]([CH:9]=[CH:10][CH:11]=1)[C:5]([NH:7][CH3:8])=[O:6].[NH2:21][C:22]1[CH:37]=[CH:36][C:25]2[N:26]([CH2:34][CH3:35])[C:27](=[O:33])[CH2:28][CH2:29][C:30]([CH3:32])([CH3:31])[C:24]=2[CH:23]=1.CC1(C)[C@]2(CS(O)(=O)=O)C(C[C@H]1CC2)=O. (7) Given the product [CH2:1]([O:8][C:9]1[C:13]([C:14]([O:16][CH3:17])=[O:15])=[N:12][NH:11][C:10]=1[C:18]([N:32]([CH2:33][C@H:34]([OH:35])[C:36]1[CH:41]=[CH:40][CH:39]=[CH:38][CH:37]=1)[CH3:31])=[O:20])[C:2]1[CH:3]=[CH:4][CH:5]=[CH:6][CH:7]=1, predict the reactants needed to synthesize it. The reactants are: [CH2:1]([O:8][C:9]1[C:10]([C:18]([OH:20])=O)=[N:11][NH:12][C:13]=1[C:14]([O:16][CH3:17])=[O:15])[C:2]1[CH:7]=[CH:6][CH:5]=[CH:4][CH:3]=1.C1C=NC2N(O)N=NC=2C=1.[CH3:31][NH:32][CH2:33][C@@H:34]([C:36]1[CH:41]=[CH:40][CH:39]=[CH:38][CH:37]=1)[OH:35].C(N(CC)CC)C.C(Cl)CCl.